Dataset: Forward reaction prediction with 1.9M reactions from USPTO patents (1976-2016). Task: Predict the product of the given reaction. (1) The product is: [N+:1]([C:4]1[CH:5]=[C:6]2[C:7](=[CH:8][CH:9]=1)[N:10]=[C:11]([CH2:18][CH2:19][CH3:20])[CH:12]=[C:13]2[OH:15])([O-:3])=[O:2]. Given the reactants [N+:1]([C:4]1[CH:9]=[CH:8][C:7]([NH:10]/[C:11](/[CH2:18][CH2:19][CH3:20])=[CH:12]/[C:13]([O:15]CC)=O)=[CH:6][CH:5]=1)([O-:3])=[O:2].C1(OC2C=CC=CC=2)C=CC=CC=1, predict the reaction product. (2) Given the reactants [NH2:1][C:2]1[N:7]=[C:6]([NH2:8])[C:5](I)=[C:4]([CH3:10])[N:3]=1.[CH3:11][CH:12]([C:15]1[CH:16]=[C:17]([O:25][CH3:26])[C:18]([O:23][CH3:24])=[C:19]([O:21][CH3:22])[CH:20]=1)[C:13]#[CH:14], predict the reaction product. The product is: [NH2:1][C:2]1[N:7]=[C:6]([NH2:8])[C:5]([C:14]#[C:13][CH:12]([C:15]2[CH:20]=[C:19]([O:21][CH3:22])[C:18]([O:23][CH3:24])=[C:17]([O:25][CH3:26])[CH:16]=2)[CH3:11])=[C:4]([CH3:10])[N:3]=1. (3) Given the reactants Cl[C:2]1[N:11]=[C:10]([N:12]([CH3:14])[CH3:13])[C:9]2[C:4](=[CH:5][CH:6]=[C:7]([F:15])[CH:8]=2)[N:3]=1.C[Si]([N-:20][Si](C)(C)C)(C)C.[Li+].C1(P(C2CCCCC2)C2C=CC=CC=2C2C=CC=CC=2)CCCCC1.Cl, predict the reaction product. The product is: [F:15][C:7]1[CH:8]=[C:9]2[C:4](=[CH:5][CH:6]=1)[N:3]=[C:2]([NH2:20])[N:11]=[C:10]2[N:12]([CH3:14])[CH3:13].